This data is from Reaction yield outcomes from USPTO patents with 853,638 reactions. The task is: Predict the reaction yield, written as a fraction of the theoretical maximum amount of product (1.0 means a 100% yield; for example, 0.34 means a 34% yield). (1) The product is [CH3:14][N:15]1[C:19]2[CH:20]=[CH:21][CH:22]=[C:23]([NH:24][C:11]([C:8]3[C:6]4[N:7]=[C:2]([Cl:1])[N:3]=[CH:4][C:5]=4[S:10][CH:9]=3)=[O:13])[C:18]=2[N:17]=[CH:16]1. The catalyst is CN(C)C=O.O.ClCCl. The reactants are [Cl:1][C:2]1[N:3]=[CH:4][C:5]2[S:10][CH:9]=[C:8]([C:11]([OH:13])=O)[C:6]=2[N:7]=1.[CH3:14][N:15]1[C:19]2[CH:20]=[CH:21][CH:22]=[C:23]([NH2:24])[C:18]=2[N:17]=[CH:16]1.CCN(C(C)C)C(C)C. The yield is 0.460. (2) The reactants are [CH:1]1[C:9]2[C:8]3[CH:10]=[CH:11][C:12]([C:14]4[CH:34]=[CH:33][CH:32]=[CH:31][C:15]=4[NH:16][C:17]4[CH:22]=[CH:21][C:20]([CH2:23][CH2:24][CH2:25][CH2:26][CH2:27][CH2:28][CH2:29][CH3:30])=[CH:19][CH:18]=4)=[CH:13][C:7]=3[S:6][C:5]=2[CH:4]=[C:3]([C:35]2[CH:55]=[CH:54][CH:53]=[CH:52][C:36]=2[NH:37][C:38]2[CH:43]=[CH:42][C:41]([CH2:44][CH2:45][CH2:46][CH2:47][CH2:48][CH2:49][CH2:50][CH3:51])=[CH:40][CH:39]=2)[CH:2]=1. The catalyst is C1(C)C=CC=CC=1.CC([O-])=O.CC([O-])=O.[Pd+2].CC([O-])=O.CC([O-])=O.[Cu+2]. The product is [CH2:44]([C:41]1[CH:42]=[CH:43][C:38]([N:37]2[C:2]3[CH:1]=[C:9]4[C:8]5[C:7]([S:6][C:5]4=[CH:4][C:3]=3[C:35]3[C:36]2=[CH:52][CH:53]=[CH:54][CH:55]=3)=[CH:13][C:12]2[C:14]3[CH:34]=[CH:33][CH:32]=[CH:31][C:15]=3[N:16]([C:17]3[CH:18]=[CH:19][C:20]([CH2:23][CH2:24][CH2:25][CH2:26][CH2:27][CH2:28][CH2:29][CH3:30])=[CH:21][CH:22]=3)[C:11]=2[CH:10]=5)=[CH:39][CH:40]=1)[CH2:45][CH2:46][CH2:47][CH2:48][CH2:49][CH2:50][CH3:51]. The yield is 0.870. (3) The reactants are [Cl:1][C:2]1[C:7]([O:8][CH3:9])=[CH:6][C:5]([O:10][CH3:11])=[C:4]([F:12])[C:3]=1[C:13]1[C:24](=N)[NH:23][C:16]2[N:17]=[C:18]([S:21][CH3:22])[N:19]=[CH:20][C:15]=2[CH:14]=1.N([O-])=[O:27].[Na+].C([O-])([O-])=O.[Na+].[Na+]. The catalyst is CC(O)=O. The product is [Cl:1][C:2]1[C:7]([O:8][CH3:9])=[CH:6][C:5]([O:10][CH3:11])=[C:4]([F:12])[C:3]=1[C:13]1[C:24](=[O:27])[NH:23][C:16]2[N:17]=[C:18]([S:21][CH3:22])[N:19]=[CH:20][C:15]=2[CH:14]=1. The yield is 0.820. (4) The reactants are Cl[C:2]1[CH:10]=[CH:9][C:5]([C:6]([OH:8])=[O:7])=[CH:4][N:3]=1.O.[NH2:12][NH2:13]. The product is [NH:12]([C:2]1[CH:10]=[CH:9][C:5]([C:6]([OH:8])=[O:7])=[CH:4][N:3]=1)[NH2:13]. The catalyst is O1CCOCC1. The yield is 0.577. (5) The reactants are [CH3:1][C:2]1[CH:3]=[CH:4][C:5]([S:9][C:10]2[CH:11]=[CH:12][CH:13]=[CH:14][C:15]=2[N:16]2[CH2:21][CH2:20][NH:19][CH2:18][CH2:17]2)=[C:6]([CH3:8])[CH:7]=1.[BrH:22]. The catalyst is C(OC(C)=O)(C)C. The product is [BrH:22].[CH3:8][C:6]1[CH:7]=[C:2]([CH3:1])[CH:3]=[CH:4][C:5]=1[S:9][C:10]1[CH:11]=[CH:12][CH:13]=[CH:14][C:15]=1[N:16]1[CH2:17][CH2:18][NH:19][CH2:20][CH2:21]1. The yield is 0.940. (6) The reactants are [O:1]1[C:10]2[C:5](=[CH:6][CH:7]=[CH:8][CH:9]=2)[CH2:4][CH2:3][CH:2]1[C:11](O)=[O:12].C1COCC1.O.C([O-])([O-])=O.[K+].[K+]. The catalyst is C1COCC1. The product is [O:1]1[C:10]2[C:5](=[CH:6][CH:7]=[CH:8][CH:9]=2)[CH2:4][CH2:3][CH:2]1[CH2:11][OH:12]. The yield is 0.890. (7) The reactants are C([O:3][C:4]([C:6]1([CH2:20][C:21]2[CH:26]=[CH:25][CH:24]=[CH:23][CH:22]=2)[C:11](=O)[CH2:10][CH2:9][N:8](C(OC(C)(C)C)=O)[CH2:7]1)=O)C.[CH3:27][NH:28][NH2:29].C(O)(=O)C. The catalyst is C1(C)C=CC=CC=1. The product is [CH2:20]([C:6]12[C:4](=[O:3])[N:28]([CH3:27])[N:29]=[C:11]1[CH2:10][CH2:9][NH:8][CH2:7]2)[C:21]1[CH:26]=[CH:25][CH:24]=[CH:23][CH:22]=1. The yield is 0.848. (8) The reactants are [Cl:1][C:2]1[CH:3]=[C:4]([CH:14]=[CH:15][CH:16]=1)[C:5]([O:7][N:8]=[C:9]([NH2:13])[CH:10]([OH:12])[CH3:11])=O.C([O-])(=O)C.[Na+]. The catalyst is C(O)C.O. The product is [Cl:1][C:2]1[CH:3]=[C:4]([C:5]2[O:7][N:8]=[C:9]([CH:10]([OH:12])[CH3:11])[N:13]=2)[CH:14]=[CH:15][CH:16]=1. The yield is 0.250. (9) The reactants are C(OC(=O)[NH:7][C:8]1([C:12]2[CH:17]=[CH:16][C:15]([C:18]3[N:19]=[C:20]4[C:25]([C:26]5[CH:31]=[CH:30][C:29]([F:32])=[CH:28][CH:27]=5)=[CH:24][CH:23]=[CH:22][N:21]4[C:33]=3[C:34]3[CH:39]=[CH:38][CH:37]=[CH:36][CH:35]=3)=[CH:14][CH:13]=2)[CH2:11][CH2:10][CH2:9]1)(C)(C)C. The catalyst is Cl.O1CCOCC1. The product is [F:32][C:29]1[CH:28]=[CH:27][C:26]([C:25]2[C:20]3[N:21]([C:33]([C:34]4[CH:35]=[CH:36][CH:37]=[CH:38][CH:39]=4)=[C:18]([C:15]4[CH:16]=[CH:17][C:12]([C:8]5([NH2:7])[CH2:11][CH2:10][CH2:9]5)=[CH:13][CH:14]=4)[N:19]=3)[CH:22]=[CH:23][CH:24]=2)=[CH:31][CH:30]=1. The yield is 0.552. (10) The reactants are C[Si]([N-][Si](C)(C)C)(C)C.[Li+].[N:11]1[C:20]2[C:15](=[CH:16][C:17]([CH2:21][C:22]([O:24][CH3:25])=[O:23])=[CH:18][CH:19]=2)[CH:14]=[CH:13][CH:12]=1.[CH3:26]I. The catalyst is C1COCC1. The product is [N:11]1[C:20]2[C:15](=[CH:16][C:17]([CH:21]([CH3:26])[C:22]([O:24][CH3:25])=[O:23])=[CH:18][CH:19]=2)[CH:14]=[CH:13][CH:12]=1. The yield is 0.850.